The task is: Predict which catalyst facilitates the given reaction.. This data is from Catalyst prediction with 721,799 reactions and 888 catalyst types from USPTO. (1) Reactant: Br[C:2]1[C:3](=[O:16])[N:4]([CH3:15])[C:5](=[O:14])[C:6]=1[N:7]1[CH2:12][CH2:11][C:10](=[O:13])[CH2:9][CH2:8]1.CC1(C)C(C)(C)OB([C:25]2[CH:42]=[CH:41][C:28]([O:29][CH2:30][C:31]3[CH:40]=[CH:39][C:38]4[C:33](=[CH:34][CH:35]=[CH:36][CH:37]=4)[N:32]=3)=[CH:27][CH:26]=2)O1.C([O-])([O-])=O.[Na+].[Na+]. Product: [CH3:15][N:4]1[C:3](=[O:16])[C:2]([C:25]2[CH:26]=[CH:27][C:28]([O:29][CH2:30][C:31]3[CH:40]=[CH:39][C:38]4[C:33](=[CH:34][CH:35]=[CH:36][CH:37]=4)[N:32]=3)=[CH:41][CH:42]=2)=[C:6]([N:7]2[CH2:12][CH2:11][C:10](=[O:13])[CH2:9][CH2:8]2)[C:5]1=[O:14]. The catalyst class is: 70. (2) The catalyst class is: 6. Product: [C:2]1([N:1]2[CH2:8][CH2:9][O:10][CH2:17][C:18]2=[O:19])[CH:7]=[CH:6][CH:5]=[CH:4][CH:3]=1. Reactant: [NH:1]([CH2:8][CH2:9][OH:10])[C:2]1[CH:7]=[CH:6][CH:5]=[CH:4][CH:3]=1.CCO.[OH-].[Na+].Cl[CH2:17][C:18](Cl)=[O:19]. (3) Reactant: C[O:2][C:3]1[CH:8]=[CH:7][C:6]([C:9]2[CH:18]=[C:17]3[C:12]([CH:13]=[CH:14][CH:15]=[N:16]3)=[CH:11][N:10]=2)=[CH:5][CH:4]=1.C1(S)C=CC=CC=1.C(=O)([O-])[O-].[K+].[K+]. Product: [N:16]1[C:17]2[C:12](=[CH:11][N:10]=[C:9]([C:6]3[CH:7]=[CH:8][C:3]([OH:2])=[CH:4][CH:5]=3)[CH:18]=2)[CH:13]=[CH:14][CH:15]=1. The catalyst class is: 60. (4) Reactant: [N+:1]([C:4]1[CH:9]=[CH:8][CH:7]=[C:6]([N+:10]([O-])=O)[C:5]=1[C:13]1[C:18]([N+:19]([O-])=O)=[CH:17][CH:16]=[CH:15][C:14]=1[N+:22]([O-])=O)([O-])=O. Product: [NH2:1][C:4]1[CH:9]=[CH:8][CH:7]=[C:6]([NH2:10])[C:5]=1[C:13]1[C:18]([NH2:19])=[CH:17][CH:16]=[CH:15][C:14]=1[NH2:22]. The catalyst class is: 45. (5) Reactant: [CH3:1][O:2][C:3](=[O:12])[C:4]1[CH:9]=C(N)C=[CH:6][C:5]=1[Br:11].[CH2:13]([N:15]([CH2:18][CH3:19])[CH2:16][CH3:17])[CH3:14]. Product: [CH3:1][O:2][C:3](=[O:12])[C:4]1[CH:9]=[C:13]([N:15]2[CH2:18][CH2:19][CH2:17][CH2:16]2)[CH:14]=[CH:6][C:5]=1[Br:11]. The catalyst class is: 11. (6) Reactant: [Cl:1][C:2]1[CH:7]=[CH:6][N:5]=[C:4]([C:8]#[N:9])[CH:3]=1.C[O-].[Na+].[CH2:13](N)[CH2:14][NH2:15]. Product: [Cl:1][C:2]1[CH:7]=[CH:6][N:5]=[C:4]([C:8]2[NH:15][CH2:14][CH2:13][N:9]=2)[CH:3]=1. The catalyst class is: 5. (7) Reactant: [H-].[Al+3].[Li+].[H-].[H-].[H-].C[O:8][C:9](=O)[C:10]1[CH:15]=[CH:14][CH:13]=[C:12]([S:16][C:17]2[CH:22]=[CH:21][C:20]([N:23]([CH3:25])[CH3:24])=[CH:19][CH:18]=2)[CH:11]=1.CC(C)=O. Product: [CH3:24][N:23]([CH3:25])[C:20]1[CH:19]=[CH:18][C:17]([S:16][C:12]2[CH:11]=[C:10]([CH2:9][OH:8])[CH:15]=[CH:14][CH:13]=2)=[CH:22][CH:21]=1. The catalyst class is: 334.